This data is from Reaction yield outcomes from USPTO patents with 853,638 reactions. The task is: Predict the reaction yield, written as a fraction of the theoretical maximum amount of product (1.0 means a 100% yield; for example, 0.34 means a 34% yield). The reactants are Br[C:2]1[CH:24]=[CH:23][C:5]2[C:6]3[N:10]([CH2:11][CH2:12][O:13][C:4]=2[CH:3]=1)[CH:9]=[C:8]([C:14]1[N:15]([CH:20]([CH3:22])[CH3:21])[N:16]=[C:17]([CH3:19])[N:18]=1)[N:7]=3.[OH-:25].[K+].Cl. The catalyst is O1CCOCC1.O.CCOC(C)=O.C1C=CC(/C=C/C(/C=C/C2C=CC=CC=2)=O)=CC=1.C1C=CC(/C=C/C(/C=C/C2C=CC=CC=2)=O)=CC=1.C1C=CC(/C=C/C(/C=C/C2C=CC=CC=2)=O)=CC=1.[Pd].[Pd].CC(C1C=C(C(C)C)C(C2C=CC=CC=2P(C2CCCCC2)C2CCCCC2)=C(C(C)C)C=1)C. The product is [CH:20]([N:15]1[C:14]([C:8]2[N:7]=[C:6]3[N:10]([CH2:11][CH2:12][O:13][C:4]4[CH:3]=[C:2]([OH:25])[CH:24]=[CH:23][C:5]=43)[CH:9]=2)=[N:18][C:17]([CH3:19])=[N:16]1)([CH3:22])[CH3:21]. The yield is 0.900.